This data is from Retrosynthesis with 50K atom-mapped reactions and 10 reaction types from USPTO. The task is: Predict the reactants needed to synthesize the given product. (1) Given the product CN(Cc1cc(-c2ccccc2)n(S(=O)(=O)c2ccccc2C(=O)O)c1)C(=O)OC(C)(C)C, predict the reactants needed to synthesize it. The reactants are: COC(=O)c1ccccc1S(=O)(=O)n1cc(CN(C)C(=O)OC(C)(C)C)cc1-c1ccccc1. (2) Given the product O=C1N(Cc2ncccc2Cl)c2ccccc2C12COc1cc3c(cc12)OCCO3, predict the reactants needed to synthesize it. The reactants are: ClCc1ncccc1Cl.O=C1Nc2ccccc2C12COc1cc3c(cc12)OCCO3. (3) Given the product O=C1c2ccccc2C(O)N1CCCSc1ccncc1, predict the reactants needed to synthesize it. The reactants are: O=C1c2ccccc2C(=O)N1CCCSc1ccncc1. (4) Given the product O=C(O)c1ccc(-c2csc(Nc3cccnc3)n2)cc1, predict the reactants needed to synthesize it. The reactants are: NC(=S)Nc1cccnc1.O=C(O)c1ccc(C(=O)CBr)cc1. (5) Given the product Cc1oc(-c2ccc(-c3cncnc3)cc2)nc1CCOc1ccc(OC(C)(C)C(=O)O)cc1, predict the reactants needed to synthesize it. The reactants are: CCOC(=O)C(C)(C)Oc1ccc(OCCc2nc(-c3ccc(-c4cncnc4)cc3)oc2C)cc1. (6) Given the product CCC[C@H](N)[C@H](O)C(=O)NC1CC1, predict the reactants needed to synthesize it. The reactants are: CCC[C@H](NC(=O)OC(C)(C)C)[C@H](O)C(=O)NC1CC1. (7) The reactants are: Cc1c(N[C@@H](C(=O)O)[C@@H](C)O)ccc(C#N)c1Cl.NNC(=O)c1cccc(O)c1. Given the product Cc1c(N[C@@H](C(=O)NNC(=O)c2cccc(O)c2)[C@@H](C)O)ccc(C#N)c1Cl, predict the reactants needed to synthesize it.